From a dataset of Experimentally validated miRNA-target interactions with 360,000+ pairs, plus equal number of negative samples. Binary Classification. Given a miRNA mature sequence and a target amino acid sequence, predict their likelihood of interaction. The miRNA is mmu-miR-221-3p with sequence AGCUACAUUGUCUGCUGGGUUUC. The protein sequence of the target gene is MKWCWGPVLLIAGATVLMEGLQAAQRACGQRGPGPPKPQEGNTVPGEWPWQASVRRQGAHICSGSLVADTWVLTAAHCFEKAAATELNSWSVVLGSLQREGLSPGAEEVGVAALQLPRAYNHYSQGSDLALLQLAHPTTHTPLCLPQPAHRFPFGASCWATGWDQDTSDAPGTLRNLRLRLISRPTCNCIYNQLHQRHLSNPARPGMLCGGPQPGVQGPCQGDSGGPVLCLEPDGHWVQAGIISFASSCAQEDAPVLLTNTAAHSSWLQARVQGAAFLAQSPETPEMSDEDSCVACGSLR.... Result: 0 (no interaction).